From a dataset of Forward reaction prediction with 1.9M reactions from USPTO patents (1976-2016). Predict the product of the given reaction. Given the reactants [O:1]([C:8]1[CH:13]=[CH:12][CH:11]=[CH:10][C:9]=1B(O)O)[C:2]1[CH:7]=[CH:6][CH:5]=[CH:4][CH:3]=1.Br[C:18]1[CH:19]=[C:20]([F:27])[C:21]([O:25][CH3:26])=[C:22]([F:24])[CH:23]=1, predict the reaction product. The product is: [F:24][C:22]1[CH:23]=[C:18]([C:9]2[CH:10]=[CH:11][CH:12]=[CH:13][C:8]=2[O:1][C:2]2[CH:3]=[CH:4][CH:5]=[CH:6][CH:7]=2)[CH:19]=[C:20]([F:27])[C:21]=1[O:25][CH3:26].